Predict the product of the given reaction. From a dataset of Forward reaction prediction with 1.9M reactions from USPTO patents (1976-2016). Given the reactants [F:1][C:2]1[CH:3]=[N:4][CH:5]=[C:6]([N:8]2[CH:12]=[CH:11][C:10]([CH3:13])=[N:9]2)[CH:7]=1.[I:14](O)(=O)=O.II.[S].S([O-])([O-])(=O)=S.[Na+].[Na+], predict the reaction product. The product is: [F:1][C:2]1[CH:3]=[N:4][CH:5]=[C:6]([N:8]2[CH:12]=[C:11]([I:14])[C:10]([CH3:13])=[N:9]2)[CH:7]=1.